Dataset: Full USPTO retrosynthesis dataset with 1.9M reactions from patents (1976-2016). Task: Predict the reactants needed to synthesize the given product. (1) The reactants are: C[O:2][C@:3]1([C@@H:24]2[CH2:28][S:27][C:26](=[O:29])[N:25]2CC2C=CC(OC)=CC=2)[CH2:20][C@H:19]2[CH2:21][C@@H:5]([CH2:6][CH2:7][CH2:8][CH2:9][CH2:10][CH2:11][CH2:12][CH2:13][CH2:14][C:15]([CH3:23])=[CH:16][C:17](=[O:22])[O:18]2)[O:4]1.CO[C@]1([C@@H]2CSC(=O)N2CC2C=CC(OC)=CC=2)C[C@H]2C[C@@H](CCCC=CCCC(C)=CC(=O)O2)O1. Given the product [OH:2][C@:3]1([C@@H:24]2[CH2:28][S:27][C:26](=[O:29])[NH:25]2)[CH2:20][C@H:19]2[CH2:21][C@@H:5]([CH2:6][CH2:7][CH2:8][CH2:9][CH2:10][CH2:11][CH2:12][CH2:13][CH2:14][C:15]([CH3:23])=[CH:16][C:17](=[O:22])[O:18]2)[O:4]1, predict the reactants needed to synthesize it. (2) Given the product [F:50][C:51]1[CH:52]=[CH:53][C:54]([N:57]2[C:65]3[CH2:64][CH2:63][CH2:62][N:61]([C:8](=[O:10])[CH:7]([N:6]4[C:2]([CH3:1])=[CH:3][C:4]([C:13]([F:16])([F:15])[F:14])=[N:5]4)[CH2:11][CH3:12])[C:60]=3[CH:59]=[N:58]2)=[CH:55][CH:56]=1, predict the reactants needed to synthesize it. The reactants are: [CH3:1][C:2]1[N:6]([CH:7]([CH2:11][CH3:12])[C:8]([OH:10])=O)[N:5]=[C:4]([C:13]([F:16])([F:15])[F:14])[CH:3]=1.CN(C(ON1N=NC2C=CC=NC1=2)=[N+](C)C)C.F[P-](F)(F)(F)(F)F.C(N(C(C)C)CC)(C)C.[F:50][C:51]1[CH:56]=[CH:55][C:54]([N:57]2[C:65]3[CH2:64][CH2:63][CH2:62][NH:61][C:60]=3[CH:59]=[N:58]2)=[CH:53][CH:52]=1. (3) Given the product [Cl:1][C:2]1[CH:3]=[CH:4][C:5]([S:8][C:9]2[S:13][C:12]([C:14]([OH:21])=[O:15])=[CH:11][CH:10]=2)=[CH:6][CH:7]=1, predict the reactants needed to synthesize it. The reactants are: [Cl:1][C:2]1[CH:7]=[CH:6][C:5]([S:8][C:9]2[S:13][C:12]([CH:14]=[O:15])=[CH:11][CH:10]=2)=[CH:4][CH:3]=1.CC(=CC)C.[OH:21]P([O-])(O)=O.[K+].[O-]Cl=O.[Na+].OS([O-])(=O)=O.[K+]. (4) Given the product [F:1][C@H:2]([CH3:5])[CH2:3][O:4][C:7]1[CH:15]=[CH:14][C:10]([C:11]([OH:13])=[O:12])=[C:9]([C:16]([F:17])([F:19])[F:18])[CH:8]=1, predict the reactants needed to synthesize it. The reactants are: [F:1][C@H:2]([CH3:5])[CH2:3][OH:4].F[C:7]1[CH:15]=[CH:14][C:10]([C:11]([OH:13])=[O:12])=[C:9]([C:16]([F:19])([F:18])[F:17])[CH:8]=1.[H-].[Na+].Cl. (5) Given the product [NH:41]1[C:42]2[CH:47]=[CH:46][CH:45]=[CH:44][C:43]=2[N:48]=[C:12]1[CH:11]([NH:10][C:8](=[O:9])[O:7][C:3]([CH3:6])([CH3:5])[CH3:4])[CH2:15][C:16]1[CH:21]=[CH:20][C:19]([O:22][CH3:23])=[CH:18][C:17]=1[CH3:24], predict the reactants needed to synthesize it. The reactants are: N#N.[C:3]([O:7][C:8]([NH:10][CH:11]([CH2:15][C:16]1[CH:21]=[CH:20][C:19]([O:22][CH3:23])=[CH:18][C:17]=1[CH3:24])[C:12](O)=O)=[O:9])([CH3:6])([CH3:5])[CH3:4].C(N1CCOCC1)C.CN(C(O[N:41]1N=[N:48][C:43]2[CH:44]=[CH:45][CH:46]=[CH:47][C:42]1=2)=[N+](C)C)C.[B-](F)(F)(F)F.C1(N)C(N)=CC=CC=1. (6) Given the product [CH2:13]([C:2]1([CH3:12])[CH:7]=[CH:6][C:5]([CH3:8])=[C:4]([CH3:9])[CH:3]1[CH2:10][OH:11])[CH2:14][CH2:15][CH3:16], predict the reactants needed to synthesize it. The reactants are: Br[C:2]1([CH3:12])[CH:7]=[CH:6][C:5]([CH3:8])=[C:4]([CH3:9])[CH:3]1[CH2:10][OH:11].[CH2:13]([Li])[CH2:14][CH2:15][CH3:16].CCCCCC.[Cl-].[NH4+].